Dataset: Reaction yield outcomes from USPTO patents with 853,638 reactions. Task: Predict the reaction yield, written as a fraction of the theoretical maximum amount of product (1.0 means a 100% yield; for example, 0.34 means a 34% yield). (1) The reactants are [C:1]1([OH:11])[C:10]2[C:5](=[CH:6][CH:7]=[CH:8][CH:9]=2)[CH:4]=[CH:3][CH:2]=1.Br[CH2:13][C:14]([O:16][CH2:17][CH3:18])=[O:15].C([O-])([O-])=O.[K+].[K+]. The catalyst is CC#N. The product is [C:1]1([O:11][CH2:13][C:14]([O:16][CH2:17][CH3:18])=[O:15])[C:10]2[C:5](=[CH:6][CH:7]=[CH:8][CH:9]=2)[CH:4]=[CH:3][CH:2]=1. The yield is 0.950. (2) The reactants are [F:1][C:2]1[CH:7]=[CH:6][C:5]([C:8]2[C:16]3[C:11](=[CH:12][CH:13]=[C:14]([NH:17][C:18]([C:20]4[CH:28]=[CH:27][C:23]([C:24](O)=[O:25])=[CH:22][CH:21]=4)=[O:19])[CH:15]=3)[NH:10][N:9]=2)=[CH:4][CH:3]=1.[Cl-].[NH4+:30]. The catalyst is [OH-].[NH4+]. The product is [F:1][C:2]1[CH:3]=[CH:4][C:5]([C:8]2[C:16]3[C:11](=[CH:12][CH:13]=[C:14]([NH:17][C:18]([C:20]4[CH:21]=[CH:22][C:23]([C:24]([NH2:30])=[O:25])=[CH:27][CH:28]=4)=[O:19])[CH:15]=3)[NH:10][N:9]=2)=[CH:6][CH:7]=1. The yield is 0.130.